From a dataset of Peptide-MHC class II binding affinity with 134,281 pairs from IEDB. Regression. Given a peptide amino acid sequence and an MHC pseudo amino acid sequence, predict their binding affinity value. This is MHC class II binding data. The peptide sequence is KAVWGKNSCAKNYNC. The MHC is DRB1_1101 with pseudo-sequence DRB1_1101. The binding affinity (normalized) is 0.330.